This data is from NCI-60 drug combinations with 297,098 pairs across 59 cell lines. The task is: Regression. Given two drug SMILES strings and cell line genomic features, predict the synergy score measuring deviation from expected non-interaction effect. (1) Cell line: HCT-15. Synergy scores: CSS=71.9, Synergy_ZIP=3.60, Synergy_Bliss=-0.909, Synergy_Loewe=-23.1, Synergy_HSA=-3.82. Drug 2: C#CCC(CC1=CN=C2C(=N1)C(=NC(=N2)N)N)C3=CC=C(C=C3)C(=O)NC(CCC(=O)O)C(=O)O. Drug 1: CCCCCOC(=O)NC1=NC(=O)N(C=C1F)C2C(C(C(O2)C)O)O. (2) Drug 1: CC(CN1CC(=O)NC(=O)C1)N2CC(=O)NC(=O)C2. Drug 2: COC1=NC(=NC2=C1N=CN2C3C(C(C(O3)CO)O)O)N. Cell line: MDA-MB-231. Synergy scores: CSS=1.33, Synergy_ZIP=3.46, Synergy_Bliss=6.70, Synergy_Loewe=-9.91, Synergy_HSA=-3.78. (3) Drug 1: C1=NC2=C(N=C(N=C2N1C3C(C(C(O3)CO)O)F)Cl)N. Drug 2: C1CN(CCN1C(=O)CCBr)C(=O)CCBr. Cell line: MDA-MB-231. Synergy scores: CSS=18.3, Synergy_ZIP=-6.24, Synergy_Bliss=-0.269, Synergy_Loewe=2.65, Synergy_HSA=3.32. (4) Drug 1: C1CNP(=O)(OC1)N(CCCl)CCCl. Drug 2: CC1(CCCN1)C2=NC3=C(C=CC=C3N2)C(=O)N. Cell line: T-47D. Synergy scores: CSS=5.15, Synergy_ZIP=8.00, Synergy_Bliss=6.06, Synergy_Loewe=2.47, Synergy_HSA=2.85. (5) Drug 1: CC12CCC3C(C1CCC2=O)CC(=C)C4=CC(=O)C=CC34C. Drug 2: CCCS(=O)(=O)NC1=C(C(=C(C=C1)F)C(=O)C2=CNC3=C2C=C(C=N3)C4=CC=C(C=C4)Cl)F. Cell line: MDA-MB-231. Synergy scores: CSS=44.0, Synergy_ZIP=1.60, Synergy_Bliss=1.84, Synergy_Loewe=0.583, Synergy_HSA=0.362. (6) Drug 1: C1CCC(C1)C(CC#N)N2C=C(C=N2)C3=C4C=CNC4=NC=N3. Drug 2: CCCS(=O)(=O)NC1=C(C(=C(C=C1)F)C(=O)C2=CNC3=C2C=C(C=N3)C4=CC=C(C=C4)Cl)F. Cell line: OVCAR-5. Synergy scores: CSS=-6.03, Synergy_ZIP=5.01, Synergy_Bliss=1.78, Synergy_Loewe=-1.04, Synergy_HSA=-5.12. (7) Drug 1: C1CCC(C1)C(CC#N)N2C=C(C=N2)C3=C4C=CNC4=NC=N3. Drug 2: CCC1(CC2CC(C3=C(CCN(C2)C1)C4=CC=CC=C4N3)(C5=C(C=C6C(=C5)C78CCN9C7C(C=CC9)(C(C(C8N6C)(C(=O)OC)O)OC(=O)C)CC)OC)C(=O)OC)O.OS(=O)(=O)O. Cell line: LOX IMVI. Synergy scores: CSS=27.3, Synergy_ZIP=-4.60, Synergy_Bliss=-1.67, Synergy_Loewe=0.483, Synergy_HSA=0.962. (8) Drug 1: C1=NC2=C(N1)C(=S)N=C(N2)N. Drug 2: C1C(C(OC1N2C=NC(=NC2=O)N)CO)O. Cell line: MDA-MB-435. Synergy scores: CSS=10.5, Synergy_ZIP=-7.09, Synergy_Bliss=-1.37, Synergy_Loewe=-7.97, Synergy_HSA=-3.76.